Dataset: Forward reaction prediction with 1.9M reactions from USPTO patents (1976-2016). Task: Predict the product of the given reaction. (1) Given the reactants [C:1]([O:5][C:6]([NH:8][CH:9]1[CH2:13][CH2:12][C:11](=[CH:14][C:15]([O:17][CH2:18][CH3:19])=[O:16])[CH2:10]1)=[O:7])([CH3:4])([CH3:3])[CH3:2].N#N, predict the reaction product. The product is: [C:1]([O:5][C:6]([NH:8][CH:9]1[CH2:13][CH2:12][CH:11]([CH2:14][C:15]([O:17][CH2:18][CH3:19])=[O:16])[CH2:10]1)=[O:7])([CH3:4])([CH3:3])[CH3:2]. (2) The product is: [C:34]1([CH3:44])[CH:39]=[CH:38][C:37]([S:40]([O:15][N:14]=[C:12]([CH2:11][O:10][CH2:9][CH2:8][CH2:7][CH2:6][CH2:5][O:4][C:3]2[C:2]([Cl:1])=[CH:19][C:18]([O:20][CH2:21][CH:22]=[C:23]([Cl:25])[Cl:24])=[CH:17][C:16]=2[Cl:26])[CH3:13])(=[O:42])=[O:41])=[CH:36][CH:35]=1. Given the reactants [Cl:1][C:2]1[CH:19]=[C:18]([O:20][CH2:21][CH:22]=[C:23]([Cl:25])[Cl:24])[CH:17]=[C:16]([Cl:26])[C:3]=1[O:4][CH2:5][CH2:6][CH2:7][CH2:8][CH2:9][O:10][CH2:11][C:12](=[N:14][OH:15])[CH3:13].C(N(CC)CC)C.[C:34]1([CH3:44])[CH:39]=[CH:38][C:37]([S:40](Cl)(=[O:42])=[O:41])=[CH:36][CH:35]=1.Cl, predict the reaction product.